From a dataset of Forward reaction prediction with 1.9M reactions from USPTO patents (1976-2016). Predict the product of the given reaction. (1) Given the reactants [Cl:1][C:2]1[N:7]=[N:6][C:5]([NH2:8])=[CH:4][CH:3]=1.C([O-])(O)=O.[Na+].[Br:14]Br, predict the reaction product. The product is: [Br:14][C:4]1[CH:3]=[C:2]([Cl:1])[N:7]=[N:6][C:5]=1[NH2:8]. (2) Given the reactants [NH2:1][C:2]1[S:3][C:4]([C:17]2[CH:22]=[CH:21][CH:20]=[C:19]([F:23])[CH:18]=2)=[C:5]([C:7]([N:9]2[C@H:14]([CH2:15][NH2:16])[CH2:13][C@H:12]3[C@@H:10]2[CH2:11]3)=[O:8])[N:6]=1.[S:24]1[CH:28]=[CH:27][N:26]2[C:29]([C:32](O)=[O:33])=[CH:30][N:31]=[C:25]12, predict the reaction product. The product is: [NH2:1][C:2]1[S:3][C:4]([C:17]2[CH:22]=[CH:21][CH:20]=[C:19]([F:23])[CH:18]=2)=[C:5]([C:7]([N:9]2[C@H:14]([CH2:15][NH:16][C:32]([C:29]3[N:26]4[C:25]([S:24][CH:28]=[CH:27]4)=[N:31][CH:30]=3)=[O:33])[CH2:13][C@H:12]3[C@@H:10]2[CH2:11]3)=[O:8])[N:6]=1. (3) The product is: [NH2:7][C@@H:8]([CH3:9])[C:10]([NH:11][CH:12]([C:15]1[CH:20]=[CH:19][CH:18]=[CH:17][N:16]=1)[CH2:13][OH:14])=[O:21]. Given the reactants C(OC(=O)[NH:7][C@H:8]([C:10](=[O:21])[NH:11][CH:12]([C:15]1[CH:20]=[CH:19][CH:18]=[CH:17][N:16]=1)[CH2:13][OH:14])[CH3:9])(C)(C)C.Cl, predict the reaction product. (4) The product is: [Br:24][C:21]1[CH:22]=[CH:23][C:18]([CH2:17][NH:16][C:15]([C:8]2[CH:9]=[C:10]([CH3:14])[C:11]([F:13])=[CH:12][C:7]=2[O:6][CH2:5][C:4]([OH:27])=[O:3])=[O:26])=[C:19]([F:25])[CH:20]=1. Given the reactants C([O:3][C:4](=[O:27])[CH2:5][O:6][C:7]1[CH:12]=[C:11]([F:13])[C:10]([CH3:14])=[CH:9][C:8]=1[C:15](=[O:26])[NH:16][CH2:17][C:18]1[CH:23]=[CH:22][C:21]([Br:24])=[CH:20][C:19]=1[F:25])C.[OH-].[Na+], predict the reaction product. (5) The product is: [C:28]([C:26]1[CH:25]=[C:7]([CH:6]=[C:5]([C:1]([CH3:4])([CH3:3])[CH3:2])[CH:27]=1)[CH2:8][C@@H:9]1[CH2:14][C@H:13]([C:15]2[O:19][NH:18][C:17](=[O:20])[CH:16]=2)[CH2:12][CH2:11][NH:10]1)([CH3:30])([CH3:31])[CH3:29]. Given the reactants [C:1]([C:5]1[CH:6]=[C:7]([CH:25]=[C:26]([C:28]([CH3:31])([CH3:30])[CH3:29])[CH:27]=1)[CH2:8][C@@H:9]1[CH2:14][C@H:13]([C:15]2[O:19][NH:18][C:17](=[O:20])[CH:16]=2)[CH2:12][CH2:11][N:10]1C(OC)=O)([CH3:4])([CH3:3])[CH3:2].Br, predict the reaction product. (6) Given the reactants [OH-].[Na+].Cl.[Br:4][C:5]1[CH:10]=[CH:9][N:8]=[CH:7][CH:6]=1.[CH:11]([N-]C(C)C)([CH3:13])[CH3:12].[Li+].C(I)C=C, predict the reaction product. The product is: [CH2:13]([C:6]1[CH:7]=[N:8][CH:9]=[CH:10][C:5]=1[Br:4])[CH:11]=[CH2:12]. (7) Given the reactants ClC(Cl)(O[C:5](=[O:11])OC(Cl)(Cl)Cl)Cl.[F:13][C:14]([F:22])([F:21])[CH:15]([OH:20])[C:16]([F:19])([F:18])[F:17].CCN(C(C)C)C(C)C.[CH3:32][C:33]1[CH:38]=[CH:37][CH:36]=[C:35]([CH2:39][N:40]2[CH2:45][CH2:44][NH:43][CH2:42][CH2:41]2)[C:34]=1[N:46]1[CH2:51][CH2:50][CH:49]([NH:52][S:53]([CH3:56])(=[O:55])=[O:54])[CH2:48][CH2:47]1, predict the reaction product. The product is: [CH3:32][C:33]1[C:34]([N:46]2[CH2:47][CH2:48][CH:49]([NH:52][S:53]([CH3:56])(=[O:55])=[O:54])[CH2:50][CH2:51]2)=[C:35]([CH:36]=[CH:37][CH:38]=1)[CH2:39][N:40]1[CH2:45][CH2:44][N:43]([C:5]([O:20][CH:15]([C:16]([F:19])([F:18])[F:17])[C:14]([F:22])([F:21])[F:13])=[O:11])[CH2:42][CH2:41]1.